The task is: Predict which catalyst facilitates the given reaction.. This data is from Catalyst prediction with 721,799 reactions and 888 catalyst types from USPTO. (1) Reactant: [CH3:1][O:2][C:3]1[CH:8]=[CH:7][CH:6]=[C:5]([NH2:9])[CH:4]=1.CN(C)C1C=CC=CC=1.[Si:19]([O:26][C:27]1[CH:28]=[C:29]([C:35](=O)[CH2:36]Br)[CH:30]=[CH:31][C:32]=1[O:33][CH3:34])([C:22]([CH3:25])([CH3:24])[CH3:23])([CH3:21])[CH3:20].O. Product: [Si:19]([O:26][C:27]1[CH:28]=[C:29]([C:35]2[NH:9][C:5]3[C:6]([CH:36]=2)=[CH:7][CH:8]=[C:3]([O:2][CH3:1])[CH:4]=3)[CH:30]=[CH:31][C:32]=1[O:33][CH3:34])([C:22]([CH3:25])([CH3:24])[CH3:23])([CH3:21])[CH3:20]. The catalyst class is: 25. (2) Reactant: [Cl:1][C:2]1[CH:10]=[C:9]2[C:5]([C:6]([C:16]3[N:20]([CH2:21][C:22]4[CH:27]=[CH:26][C:25]([Cl:28])=[CH:24][CH:23]=4)[CH:19]=[N:18][C:17]=3[C:29]3[CH:34]=[CH:33][CH:32]=[CH:31][CH:30]=3)=[C:7]([C:11]([O:13]CC)=[O:12])[NH:8]2)=[CH:4][CH:3]=1.[OH-].[Na+].O.Cl. Product: [Cl:1][C:2]1[CH:10]=[C:9]2[C:5]([C:6]([C:16]3[N:20]([CH2:21][C:22]4[CH:27]=[CH:26][C:25]([Cl:28])=[CH:24][CH:23]=4)[CH:19]=[N:18][C:17]=3[C:29]3[CH:34]=[CH:33][CH:32]=[CH:31][CH:30]=3)=[C:7]([C:11]([OH:13])=[O:12])[NH:8]2)=[CH:4][CH:3]=1. The catalyst class is: 8. (3) Reactant: [Br:1][C:2]1[CH:3]=[C:4]([CH:6]=[CH:7][C:8]=1[CH3:9])[NH2:5].C(N(CC)CC)C.[CH3:17][C:18]([O:21][C:22](O[C:22]([O:21][C:18]([CH3:20])([CH3:19])[CH3:17])=[O:23])=[O:23])([CH3:20])[CH3:19]. Product: [C:18]([O:21][C:22](=[O:23])[NH:5][C:4]1[CH:6]=[CH:7][C:8]([CH3:9])=[C:2]([Br:1])[CH:3]=1)([CH3:20])([CH3:19])[CH3:17]. The catalyst class is: 5. (4) Reactant: [Cl:1][C:2]1[CH:7]=[CH:6][C:5]([CH:8]([C:20]2[CH:25]=[CH:24][CH:23]=[CH:22][CH:21]=2)[NH:9][C:10](=[O:19])[CH2:11][C:12]2[CH:17]=[CH:16][C:15]([OH:18])=[CH:14][CH:13]=2)=[CH:4][CH:3]=1.[O:26]1[C:30]([CH2:31]O)=[CH:29][N:28]=[CH:27]1.C1(P(C2C=CC=CC=2)C2C=CC=CC=2)C=CC=CC=1.N(C(OC(C)C)=O)=NC(OC(C)C)=O. Product: [Cl:1][C:2]1[CH:7]=[CH:6][C:5]([CH:8]([C:20]2[CH:21]=[CH:22][CH:23]=[CH:24][CH:25]=2)[NH:9][C:10](=[O:19])[CH2:11][C:12]2[CH:17]=[CH:16][C:15]([O:18][CH2:31][C:30]3[O:26][CH:27]=[N:28][CH:29]=3)=[CH:14][CH:13]=2)=[CH:4][CH:3]=1. The catalyst class is: 1. (5) Reactant: [F:1][C:2]([F:7])([F:6])[C:3]([OH:5])=[O:4].C(OC([N:15]1[CH2:20][CH2:19][N:18]([CH3:21])[C:17](=[O:22])[CH2:16]1)=O)(C)(C)C. Product: [F:1][C:2]([F:7])([F:6])[C:3]([OH:5])=[O:4].[CH3:21][N:18]1[CH2:19][CH2:20][NH:15][CH2:16][C:17]1=[O:22]. The catalyst class is: 4. (6) Product: [F:1][C:2]1[CH:3]=[C:4]([CH:20]=[CH:21][C:22]=1[F:23])[CH2:5][N:6]1[C:15](=[O:16])[C:14]2[C:9](=[CH:10][CH:11]=[C:12]([C:41]#[C:40][CH2:39][C:33]3[CH:38]=[CH:37][CH:36]=[CH:35][CH:34]=3)[CH:13]=2)[N:8]([CH3:18])[C:7]1=[O:19]. Reactant: [F:1][C:2]1[CH:3]=[C:4]([CH:20]=[CH:21][C:22]=1[F:23])[CH2:5][N:6]1[C:15](=[O:16])[C:14]2[C:9](=[CH:10][CH:11]=[C:12](I)[CH:13]=2)[N:8]([CH3:18])[C:7]1=[O:19].C(N(C(C)C)CC)(C)C.[C:33]1([CH2:39][C:40]#[CH:41])[CH:38]=[CH:37][CH:36]=[CH:35][CH:34]=1.O. The catalyst class is: 122. (7) Reactant: [Cl:1][C:2]1[CH:3]=[C:4]([CH:6]=[CH:7][C:8]=1I)[NH2:5].[Si:10]([O:27][CH2:28][CH:29]1[CH2:34][CH2:33][CH2:32][NH:31][C:30]1=[O:35])([C:23]([CH3:26])([CH3:25])[CH3:24])([C:17]1[CH:22]=[CH:21][CH:20]=[CH:19][CH:18]=1)[C:11]1[CH:16]=[CH:15][CH:14]=[CH:13][CH:12]=1.P([O-])([O-])([O-])=O.[K+].[K+].[K+].CNCCNC. Product: [NH2:5][C:4]1[CH:6]=[CH:7][C:8]([N:31]2[CH2:32][CH2:33][CH2:34][CH:29]([CH2:28][O:27][Si:10]([C:23]([CH3:25])([CH3:24])[CH3:26])([C:11]3[CH:16]=[CH:15][CH:14]=[CH:13][CH:12]=3)[C:17]3[CH:22]=[CH:21][CH:20]=[CH:19][CH:18]=3)[C:30]2=[O:35])=[C:2]([Cl:1])[CH:3]=1. The catalyst class is: 185. (8) Reactant: Br[C:2]1[CH:7]=[CH:6][C:5]([Br:8])=[CH:4][N:3]=1.C([Li])CCC.[CH:14]([C:16]1[CH:17]=[C:18]([C:27]([O:29][CH2:30][CH3:31])=[O:28])[C:19](=[O:26])[N:20]2[C:25]=1[CH:24]=[CH:23][CH:22]=[CH:21]2)=[O:15].[Cl-].[NH4+]. Product: [Br:8][C:5]1[CH:6]=[CH:7][C:2]([CH:14]([OH:15])[C:16]2[CH:17]=[C:18]([C:27]([O:29][CH2:30][CH3:31])=[O:28])[C:19](=[O:26])[N:20]3[C:25]=2[CH:24]=[CH:23][CH:22]=[CH:21]3)=[N:3][CH:4]=1. The catalyst class is: 451.